Binary Classification. Given a T-cell receptor sequence (or CDR3 region) and an epitope sequence, predict whether binding occurs between them. From a dataset of TCR-epitope binding with 47,182 pairs between 192 epitopes and 23,139 TCRs. (1) The epitope is LLQTGIHVRVSQPSL. The TCR CDR3 sequence is CASSLLVGNTEAFF. Result: 1 (the TCR binds to the epitope). (2) The epitope is AYAQKIFKI. The TCR CDR3 sequence is CASSLGSYSNQPQHF. Result: 0 (the TCR does not bind to the epitope). (3) The epitope is FLYNLLTRV. The TCR CDR3 sequence is CASSGVPEQTPSYEQYF. Result: 0 (the TCR does not bind to the epitope). (4) The TCR CDR3 sequence is CASSLRQVYNEQFF. The epitope is GTITSGWTF. Result: 1 (the TCR binds to the epitope). (5) Result: 1 (the TCR binds to the epitope). The TCR CDR3 sequence is CASSDRTSGGSTDTQYF. The epitope is FTISVTTEIL. (6) The epitope is KLPDDFTGCV. The TCR CDR3 sequence is CATSDFLNTGELFF. Result: 0 (the TCR does not bind to the epitope). (7) The epitope is TSDLATNNLVVMAY. The TCR CDR3 sequence is CASSQTGTGLSFEETQYF. Result: 1 (the TCR binds to the epitope). (8) The epitope is VTIAEILLI. The TCR CDR3 sequence is CASSSGNNEQFF. Result: 0 (the TCR does not bind to the epitope). (9) The epitope is TEILPVSMTK. The TCR CDR3 sequence is CASSLAAGEVPEAFF. Result: 0 (the TCR does not bind to the epitope). (10) The epitope is ISPRTLNAW. The TCR CDR3 sequence is CASSPLGGPRDIQYF. Result: 0 (the TCR does not bind to the epitope).